Dataset: Full USPTO retrosynthesis dataset with 1.9M reactions from patents (1976-2016). Task: Predict the reactants needed to synthesize the given product. (1) Given the product [F:31][C:30]([F:33])([F:32])[S:27]([O:19][C:15]1[CH2:14][O:13][CH2:18][CH2:17][CH:16]=1)(=[O:29])=[O:28], predict the reactants needed to synthesize it. The reactants are: C(NC(C)C)(C)C.C([Li])CCC.[O:13]1[CH2:18][CH2:17][CH2:16][C:15](=[O:19])[CH2:14]1.C1C=CC(N([S:27]([C:30]([F:33])([F:32])[F:31])(=[O:29])=[O:28])[S:27]([C:30]([F:33])([F:32])[F:31])(=[O:29])=[O:28])=CC=1.C(=O)(O)[O-].[Na+]. (2) Given the product [F:1][C:2]1[CH:3]=[C:4]([CH:8]2[O:16][CH:9]2[CH2:10][OH:11])[CH:5]=[CH:6][CH:7]=1, predict the reactants needed to synthesize it. The reactants are: [F:1][C:2]1[CH:3]=[C:4]([CH:8]=[CH:9][CH2:10][OH:11])[CH:5]=[CH:6][CH:7]=1.C([O:16]O)(C)(C)C.CCCCCCCCCC. (3) Given the product [Br:18][C:13]1[CH:14]=[C:15]2[C:10](=[CH:11][CH:12]=1)[C:9]([N+:20]([O-:22])=[O:21])=[C:8]([NH:7][C:6](=[O:19])[O:5][C:1]([CH3:4])([CH3:2])[CH3:3])[CH:17]=[CH:16]2, predict the reactants needed to synthesize it. The reactants are: [C:1]([O:5][C:6](=[O:19])[NH:7][C:8]1[CH:17]=[CH:16][C:15]2[C:10](=[CH:11][CH:12]=[C:13]([Br:18])[CH:14]=2)[CH:9]=1)([CH3:4])([CH3:3])[CH3:2].[N+:20]([O-])([OH:22])=[O:21]. (4) The reactants are: [Li].[Li+].C[Si]([N-][Si](C)(C)C)(C)C.[C:12]([O:15][CH2:16][CH3:17])(=[O:14])[CH3:13].[Br:18][C:19]1[C:28]([CH2:29]Br)=[C:27]([O:31][CH3:32])[C:26]2[C:21](=[CH:22][CH:23]=[CH:24][CH:25]=2)[C:20]=1[O:33][CH3:34]. Given the product [Br:18][C:19]1[C:28]([CH2:29][CH2:13][C:12]([O:15][CH2:16][CH3:17])=[O:14])=[C:27]([O:31][CH3:32])[C:26]2[C:21]([C:20]=1[O:33][CH3:34])=[CH:22][CH:23]=[CH:24][CH:25]=2, predict the reactants needed to synthesize it.